Dataset: Forward reaction prediction with 1.9M reactions from USPTO patents (1976-2016). Task: Predict the product of the given reaction. (1) Given the reactants [NH2:1][C@H:2]1[C:11]2[C:6](=[CH:7][CH:8]=[CH:9][CH:10]=2)[N:5]([C:12](=[O:14])[CH3:13])[C@@H:4]([CH3:15])[C@@H:3]1[CH3:16].Cl[C:18]1[C:23]([CH3:24])=[CH:22][CH:21]=[CH:20][N:19]=1.CC(C)([O-])C.[Na+].CN(C1C(C2C(P(C3CCCCC3)C3CCCCC3)=CC=CC=2)=CC=CC=1)C, predict the reaction product. The product is: [CH3:15][C@H:4]1[C@H:3]([CH3:16])[C@@H:2]([NH:1][C:18]2[C:23]([CH3:24])=[CH:22][CH:21]=[CH:20][N:19]=2)[C:11]2[C:6](=[CH:7][CH:8]=[CH:9][CH:10]=2)[N:5]1[C:12](=[O:14])[CH3:13]. (2) Given the reactants [C:1]([O:20][C:21]1[CH:26]=[CH:25][CH:24]=[CH:23][CH:22]=1)(=[O:19])[CH2:2][CH2:3][C:4]([O:6][CH:7]1[CH2:12][O:11]C(C2C=CC=CC=2)[O:9][CH2:8]1)=[O:5], predict the reaction product. The product is: [C:4]([O:6][CH:7]([CH2:12][OH:11])[CH2:8][OH:9])(=[O:5])[CH2:3][CH2:2][C:1]([O:20][C:21]1[CH:26]=[CH:25][CH:24]=[CH:23][CH:22]=1)=[O:19]. (3) Given the reactants [C:1](=[S:3])=S.[C:4]([O:8][C:9]1[CH:14]=[CH:13][C:12]([F:15])=[CH:11][C:10]=1[NH2:16])([CH3:7])([CH3:6])[CH3:5].C(N(CC)CC)C, predict the reaction product. The product is: [C:4]([O:8][C:9]1[CH:14]=[CH:13][C:12]([F:15])=[CH:11][C:10]=1[N:16]=[C:1]=[S:3])([CH3:7])([CH3:5])[CH3:6].